Dataset: Forward reaction prediction with 1.9M reactions from USPTO patents (1976-2016). Task: Predict the product of the given reaction. (1) The product is: [CH2:1]([O:3][CH2:4][C:5]1[N:9]([CH3:33])[N:8]=[C:7]([C:10]2[CH:11]=[C:12]3[C:16](=[CH:17][CH:18]=2)[N:15]([CH3:19])[C:14]2[N:20]([CH3:32])[C:21](=[O:31])[C:22]([C:24]4[CH:25]=[CH:26][C:27]([F:30])=[CH:28][CH:29]=4)=[CH:23][C:13]3=2)[CH:6]=1)[CH3:2]. Given the reactants [CH2:1]([O:3][CH2:4][C:5]1[NH:9][N:8]=[C:7]([C:10]2[CH:11]=[C:12]3[C:16](=[CH:17][CH:18]=2)[N:15]([CH3:19])[C:14]2[N:20]([CH3:32])[C:21](=[O:31])[C:22]([C:24]4[CH:29]=[CH:28][C:27]([F:30])=[CH:26][CH:25]=4)=[CH:23][C:13]3=2)[CH:6]=1)[CH3:2].[CH3:33]I, predict the reaction product. (2) Given the reactants [CH2:1]([C:3]([CH2:8][CH3:9])([CH2:6][OH:7])[CH2:4][OH:5])[CH3:2].[S:10](Cl)(Cl)=[O:11].O, predict the reaction product. The product is: [CH2:1]([C:3]1([CH2:8][CH3:9])[CH2:6][O:7][S:10](=[O:11])[O:5][CH2:4]1)[CH3:2]. (3) Given the reactants [Br:1][C:2]1[CH:3]=[C:4]([CH:8]=[CH:9][C:10]=1[O:11][C:12]([C:15]1[N:19]([CH3:20])[C:18]([C:21]2[CH:26]=[CH:25][C:24](F)=[CH:23][C:22]=2[C:28]([F:31])([F:30])[F:29])=[N:17][N:16]=1)([CH3:14])[CH3:13])[C:5]([NH2:7])=[O:6].[CH3:32][S-:33].[Na+].O, predict the reaction product. The product is: [Br:1][C:2]1[CH:3]=[C:4]([CH:8]=[CH:9][C:10]=1[O:11][C:12]([CH3:14])([C:15]1[N:19]([CH3:20])[C:18]([C:21]2[CH:26]=[CH:25][C:24]([S:33][CH3:32])=[CH:23][C:22]=2[C:28]([F:31])([F:30])[F:29])=[N:17][N:16]=1)[CH3:13])[C:5]([NH2:7])=[O:6]. (4) Given the reactants [CH:1]([C:4]1[C:13]2[C:8](=[CH:9][C:10]([O:16][CH3:17])=[C:11]([O:14][CH3:15])[CH:12]=2)[CH:7]=[C:6]([OH:18])[N:5]=1)([CH3:3])[CH3:2].Cl.Cl[CH2:21][C:22]1[CH:23]=[N:24][C:25]2[C:30]([CH:31]=1)=[CH:29][CH:28]=[CH:27][CH:26]=2.Cl.ClCC1C(NCCOC)=NC2C(C=1)=CC(OC)=CC=2.[Li+].[OH-], predict the reaction product. The product is: [CH:1]([C:4]1[C:13]2[C:8](=[CH:9][C:10]([O:16][CH3:17])=[C:11]([O:14][CH3:15])[CH:12]=2)[C:7]([CH2:21][C:22]2[CH:23]=[N:24][C:25]3[C:30]([CH:31]=2)=[CH:29][CH:28]=[CH:27][CH:26]=3)=[C:6]([OH:18])[N:5]=1)([CH3:3])[CH3:2].